From a dataset of CYP2C19 inhibition data for predicting drug metabolism from PubChem BioAssay. Regression/Classification. Given a drug SMILES string, predict its absorption, distribution, metabolism, or excretion properties. Task type varies by dataset: regression for continuous measurements (e.g., permeability, clearance, half-life) or binary classification for categorical outcomes (e.g., BBB penetration, CYP inhibition). Dataset: cyp2c19_veith. (1) The compound is COCC(=O)N1CCC2(CCCN(Cc3nccs3)C2)CC1. The result is 0 (non-inhibitor). (2) The compound is Cc1cccc(CNc2cc(-c3cccc(C#N)c3)ncn2)c1. The result is 1 (inhibitor). (3) The drug is CN1C(C)(C)CCCC1(C)C.O=C(O)[C@@H](O)[C@@H](O)C(=O)O. The result is 0 (non-inhibitor). (4) The compound is C[C@@]12CCC(=O)C(O)=C1CC[C@@H]1[C@@H]2CC[C@@]2(C)C(=O)CC[C@H]12. The result is 0 (non-inhibitor). (5) The result is 1 (inhibitor). The compound is O=C(c1ccco1)N1CCN(C(=O)c2ccc(COc3ccc4c(c3)CCC4)o2)CC1. (6) The molecule is Cc1occc1C(=O)NNC(=O)Cc1ccccc1. The result is 1 (inhibitor). (7) The molecule is CC(C)CNC(=O)CCCc1c[nH]c2ccccc12.O=C(O)C(=O)O. The result is 1 (inhibitor). (8) The drug is Cc1ccc(NC(=O)/C(=C\c2ccc([N+](=O)[O-])cc2)NC(=O)c2ccccc2)cc1. The result is 1 (inhibitor). (9) The molecule is O=C(CC1CCCCC1)Nc1ncn[nH]1. The result is 0 (non-inhibitor). (10) The drug is CCOC(=O)N1CCC(NC(=O)CSCc2cnn(-c3ccccc3)c2-n2cccc2)CC1. The result is 1 (inhibitor).